Predict which catalyst facilitates the given reaction. From a dataset of Catalyst prediction with 721,799 reactions and 888 catalyst types from USPTO. (1) The catalyst class is: 6. Reactant: [CH3:1][O:2][C:3]1[CH:9]=[CH:8][C:7]([N+:10]([O-:12])=[O:11])=[CH:6][C:4]=1N.S(=O)(=O)(O)O.N([O-])=O.[Na+].[I-:22].[K+]. Product: [I:22][C:4]1[CH:6]=[C:7]([N+:10]([O-:12])=[O:11])[CH:8]=[CH:9][C:3]=1[O:2][CH3:1]. (2) Reactant: [O:1]=[C:2]1[C:10]2[C:5](=[CH:6][CH:7]=[CH:8][CH:9]=2)[C:4](=[O:11])[N:3]1/[CH:12]=[CH:13]/[C:14]1[CH:15]=[C:16]([CH:28]=[CH:29][CH:30]=1)[O:17][C:18]1[CH:23]=[CH:22][N:21]=[C:20]([C:24]([NH:26][CH3:27])=[O:25])[CH:19]=1. Product: [O:1]=[C:2]1[C:10]2[C:5](=[CH:6][CH:7]=[CH:8][CH:9]=2)[C:4](=[O:11])[N:3]1[CH2:12][CH2:13][C:14]1[CH:15]=[C:16]([CH:28]=[CH:29][CH:30]=1)[O:17][C:18]1[CH:23]=[CH:22][N:21]=[C:20]([C:24]([NH:26][CH3:27])=[O:25])[CH:19]=1. The catalyst class is: 354. (3) Reactant: [C:1]1([S:7]([C:10]#[N:11])(=[O:9])=[O:8])[CH:6]=[CH:5][CH:4]=[CH:3][CH:2]=1.ClC(OCC(C)C)=O.C1(N=[CH:27][C:28]2[S:29][CH:30]=[CH:31][C:32]=2[CH3:33])C=CC=CC=1. Product: [C:1]1([S:7]([C:10]2[CH:33]=[C:32]3[CH:31]=[CH:30][S:29][C:28]3=[CH:27][N:11]=2)(=[O:8])=[O:9])[CH:2]=[CH:3][CH:4]=[CH:5][CH:6]=1. The catalyst class is: 113. (4) Reactant: [C:1]1([C:7](=[N:14][C:15]2[N:20]3[CH:21]=[C:22]([CH2:24][OH:25])[N:23]=[C:19]3[CH:18]=[CH:17][CH:16]=2)[C:8]2[CH:13]=[CH:12][CH:11]=[CH:10][CH:9]=2)[CH:6]=[CH:5][CH:4]=[CH:3][CH:2]=1. Product: [C:1]1([C:7](=[N:14][C:15]2[N:20]3[CH:21]=[C:22]([CH:24]=[O:25])[N:23]=[C:19]3[CH:18]=[CH:17][CH:16]=2)[C:8]2[CH:13]=[CH:12][CH:11]=[CH:10][CH:9]=2)[CH:6]=[CH:5][CH:4]=[CH:3][CH:2]=1. The catalyst class is: 428. (5) Reactant: CS(C)=O.[CH3:5][N:6]([CH3:12])[C@H:7]1[CH2:11][CH2:10][NH:9][CH2:8]1.[C:13]([C:15]1[C:20]2[N:21]=[C:22]([C:24]([N:26]([CH2:28][C:29]([N:31]([CH3:33])[CH3:32])=[O:30])[CH3:27])=[O:25])[O:23][C:19]=2[C:18](F)=[C:17]([C:35]2[CH:40]=[CH:39][CH:38]=[CH:37][CH:36]=2)[C:16]=1[CH3:41])#[N:14].C(N(CC)CC)C. Product: [C:13]([C:15]1[C:20]2[N:21]=[C:22]([C:24]([N:26]([CH2:28][C:29]([N:31]([CH3:33])[CH3:32])=[O:30])[CH3:27])=[O:25])[O:23][C:19]=2[C:18]([N:9]2[CH2:10][CH2:11][C@H:7]([N:6]([CH3:12])[CH3:5])[CH2:8]2)=[C:17]([C:35]2[CH:36]=[CH:37][CH:38]=[CH:39][CH:40]=2)[C:16]=1[CH3:41])#[N:14]. The catalyst class is: 170. (6) Reactant: [C:1]1([S:11]([C:14]2[C:22]3[C:17](=[CH:18][CH:19]=[C:20]([CH:23]=O)[CH:21]=3)[NH:16][N:15]=2)(=[O:13])=[O:12])[C:10]2[C:5](=[CH:6][CH:7]=[CH:8][CH:9]=2)[CH:4]=[CH:3][CH:2]=1.[NH2:25][C:26]1[CH:33]=CC(C=O)=CC=1CS(C1C2C(=CC=CC=2)C=CC=1)(=O)=O.[N:48]([O-])=O.[Na+].C(=O)(O)[O-].[Na+].[CH2:57]1[CH2:61]OCC1. Product: [C:1]1([S:11]([C:14]2[C:22]3[C:17](=[CH:18][CH:19]=[C:20]([CH2:23][N:25]4[CH2:26][CH2:33][NH:48][CH2:57][CH2:61]4)[CH:21]=3)[NH:16][N:15]=2)(=[O:13])=[O:12])[C:10]2[C:5](=[CH:6][CH:7]=[CH:8][CH:9]=2)[CH:4]=[CH:3][CH:2]=1. The catalyst class is: 126. (7) Reactant: [NH2:1][C:2]1[CH:3]=[C:4]2[C:9](=[C:10]([C:12]([F:15])([F:14])[F:13])[CH:11]=1)[N:8]=[CH:7][C:6]([C:16]#[N:17])=[C:5]2[NH:18][C:19]1[CH:24]=[CH:23][C:22]([F:25])=[C:21]([Cl:26])[CH:20]=1.[C:27]1([S:33]([N:36]2[CH:40]=[CH:39][CH:38]=[C:37]2[CH:41]=O)(=[O:35])=[O:34])[CH:32]=[CH:31][CH:30]=[CH:29][CH:28]=1.[BH3-]C#N.[Na+]. Product: [Cl:26][C:21]1[CH:20]=[C:19]([NH:18][C:5]2[C:4]3[C:9](=[C:10]([C:12]([F:13])([F:14])[F:15])[CH:11]=[C:2]([NH:1][CH2:41][C:37]4[N:36]([S:33]([C:27]5[CH:32]=[CH:31][CH:30]=[CH:29][CH:28]=5)(=[O:35])=[O:34])[CH:40]=[CH:39][CH:38]=4)[CH:3]=3)[N:8]=[CH:7][C:6]=2[C:16]#[N:17])[CH:24]=[CH:23][C:22]=1[F:25]. The catalyst class is: 14. (8) Reactant: [F:1][C:2]1[CH:10]=[C:9]2[C:5]([C:6]([C:20]3[CH:21]=[C:22]4[C:26](=[CH:27][CH:28]=3)[NH:25][N:24]=[CH:23]4)=[CH:7][N:8]2[S:11]([C:14]2[CH:19]=[CH:18][CH:17]=[CH:16][CH:15]=2)(=[O:13])=[O:12])=[CH:4][CH:3]=1.[CH2:29]([O:31][C:32](=[O:35])[CH:33]=[CH2:34])[CH3:30].C([O-])([O-])=O.[Cs+].[Cs+].O. Product: [F:1][C:2]1[CH:10]=[C:9]2[C:5]([C:6]([C:20]3[CH:21]=[C:22]4[C:26](=[CH:27][CH:28]=3)[N:25]([CH2:34][CH2:33][C:32]([O:31][CH2:29][CH3:30])=[O:35])[N:24]=[CH:23]4)=[CH:7][N:8]2[S:11]([C:14]2[CH:15]=[CH:16][CH:17]=[CH:18][CH:19]=2)(=[O:13])=[O:12])=[CH:4][CH:3]=1. The catalyst class is: 3.